From a dataset of NCI-60 drug combinations with 297,098 pairs across 59 cell lines. Regression. Given two drug SMILES strings and cell line genomic features, predict the synergy score measuring deviation from expected non-interaction effect. (1) Drug 1: C1CC(C1)(C(=O)O)C(=O)O.[NH2-].[NH2-].[Pt+2]. Drug 2: CN(C(=O)NC(C=O)C(C(C(CO)O)O)O)N=O. Cell line: T-47D. Synergy scores: CSS=-0.451, Synergy_ZIP=-0.363, Synergy_Bliss=-3.91, Synergy_Loewe=-4.69, Synergy_HSA=-6.40. (2) Drug 1: CC1=C(C(=CC=C1)Cl)NC(=O)C2=CN=C(S2)NC3=CC(=NC(=N3)C)N4CCN(CC4)CCO. Drug 2: B(C(CC(C)C)NC(=O)C(CC1=CC=CC=C1)NC(=O)C2=NC=CN=C2)(O)O. Cell line: RPMI-8226. Synergy scores: CSS=59.3, Synergy_ZIP=-1.53, Synergy_Bliss=-5.05, Synergy_Loewe=-12.7, Synergy_HSA=-12.5. (3) Drug 1: C1=CC(=CC=C1CCCC(=O)O)N(CCCl)CCCl. Drug 2: CCCCC(=O)OCC(=O)C1(CC(C2=C(C1)C(=C3C(=C2O)C(=O)C4=C(C3=O)C=CC=C4OC)O)OC5CC(C(C(O5)C)O)NC(=O)C(F)(F)F)O. Cell line: T-47D. Synergy scores: CSS=23.6, Synergy_ZIP=-8.25, Synergy_Bliss=-6.23, Synergy_Loewe=-4.64, Synergy_HSA=-4.34. (4) Drug 1: CCN(CC)CCCC(C)NC1=C2C=C(C=CC2=NC3=C1C=CC(=C3)Cl)OC. Drug 2: C1CNP(=O)(OC1)N(CCCl)CCCl. Cell line: EKVX. Synergy scores: CSS=15.3, Synergy_ZIP=-7.04, Synergy_Bliss=-1.85, Synergy_Loewe=-19.4, Synergy_HSA=-1.21. (5) Drug 1: CC1=C(C(=O)C2=C(C1=O)N3CC4C(C3(C2COC(=O)N)OC)N4)N. Drug 2: C(CN)CNCCSP(=O)(O)O. Cell line: PC-3. Synergy scores: CSS=25.3, Synergy_ZIP=1.15, Synergy_Bliss=1.46, Synergy_Loewe=-18.4, Synergy_HSA=2.53. (6) Drug 1: COC1=CC(=CC(=C1O)OC)C2C3C(COC3=O)C(C4=CC5=C(C=C24)OCO5)OC6C(C(C7C(O6)COC(O7)C8=CC=CS8)O)O. Drug 2: C1=CC=C(C(=C1)C(C2=CC=C(C=C2)Cl)C(Cl)Cl)Cl. Cell line: NCI-H226. Synergy scores: CSS=20.1, Synergy_ZIP=-6.31, Synergy_Bliss=-2.53, Synergy_Loewe=-31.3, Synergy_HSA=-2.14.